From a dataset of Catalyst prediction with 721,799 reactions and 888 catalyst types from USPTO. Predict which catalyst facilitates the given reaction. (1) Reactant: Br[C:2]1[N:7]2[CH:8]=[N:9][N:10]=[C:6]2[C:5](=[O:11])[N:4]([CH3:12])[CH:3]=1.[F:13][C:14]1[CH:41]=[C:40]([F:42])[CH:39]=[CH:38][C:15]=1[O:16][C:17]1[CH:22]=[CH:21][C:20]([NH:23][S:24]([CH2:27][CH3:28])(=[O:26])=[O:25])=[CH:19][C:18]=1B1OC(C)(C)C(C)(C)O1.[O-]P([O-])([O-])=O.[K+].[K+].[K+].N#N. Product: [F:13][C:14]1[CH:41]=[C:40]([F:42])[CH:39]=[CH:38][C:15]=1[O:16][C:17]1[CH:18]=[CH:19][C:20]([NH:23][S:24]([CH2:27][CH3:28])(=[O:25])=[O:26])=[CH:21][C:22]=1[C:2]1[N:7]2[CH:8]=[N:9][N:10]=[C:6]2[C:5](=[O:11])[N:4]([CH3:12])[CH:3]=1. The catalyst class is: 117. (2) Reactant: [Cl:1][C:2]1[CH:3]=[CH:4][C:5]([OH:20])=[C:6]([CH2:8][C:9]2[N:14]=[C:13]([C:15]([O:17][CH2:18][CH3:19])=[O:16])[CH:12]=[CH:11][CH:10]=2)[CH:7]=1.C(=O)([O-])[O-].[K+].[K+].[Cl:27][C:28]1[CH:35]=[CH:34][CH:33]=[CH:32][C:29]=1[CH2:30]Br. Product: [Cl:1][C:2]1[CH:3]=[CH:4][C:5]([O:20][CH2:30][C:29]2[CH:32]=[CH:33][CH:34]=[CH:35][C:28]=2[Cl:27])=[C:6]([CH2:8][C:9]2[N:14]=[C:13]([C:15]([O:17][CH2:18][CH3:19])=[O:16])[CH:12]=[CH:11][CH:10]=2)[CH:7]=1. The catalyst class is: 9.